From a dataset of Full USPTO retrosynthesis dataset with 1.9M reactions from patents (1976-2016). Predict the reactants needed to synthesize the given product. (1) Given the product [CH2:7]([O:6][C:5]([C:4]1[NH:17][CH:18]=[CH:19][C:3]=1[NH2:2])=[O:1])[CH3:8], predict the reactants needed to synthesize it. The reactants are: [O:1]1[CH:5]=[CH:4][CH:3]=[N:2]1.[O-:6][CH2:7][CH3:8].[Na+].C(O[NH2:17])(=O)CC([O-])=O.[CH2:18](O)[CH3:19]. (2) Given the product [C:1]([O:5][C:6]([N:8]([CH2:22][C:23]1[CH:28]=[CH:27][C:26]([O:29][CH3:30])=[CH:25][CH:24]=1)[C:9]1[S:10][CH:11]=[C:12]([CH:14]([O:34][CH:31]([CH3:33])[CH3:32])[C:15]([O:17][CH2:18][CH3:19])=[O:16])[N:13]=1)=[O:7])([CH3:3])([CH3:2])[CH3:4], predict the reactants needed to synthesize it. The reactants are: [C:1]([O:5][C:6]([N:8]([CH2:22][C:23]1[CH:28]=[CH:27][C:26]([O:29][CH3:30])=[CH:25][CH:24]=1)[C:9]1[S:10][CH:11]=[C:12]([C:14](=[N+]=[N-])[C:15]([O:17][CH2:18][CH3:19])=[O:16])[N:13]=1)=[O:7])([CH3:4])([CH3:3])[CH3:2].[CH:31]([OH:34])([CH3:33])[CH3:32]. (3) Given the product [NH2:1][C:52]([O:56][CH2:57][CH3:58])=[O:55].[NH2:76][C:13]([NH2:12])=[O:14], predict the reactants needed to synthesize it. The reactants are: [N:1](CC1CCCC(C[N:12]=[C:13]=[O:14])C1)=C=O.C([O-])(=O)CCCCCCCCCCC.C([O-])(=O)CCCCCCCCCCC.C([Sn+2]CCCC)CCC.[C:52]([O:56][CH2:57][CH:58](O)COC1C=CC=CC=1)(=[O:55])C=C.C(OCCO)(=O)C=C.[NH2:76]C1CCCCC1N. (4) Given the product [P:29]([OH:31])([OH:36])([O:28][CH2:27][C@:26]([NH2:42])([C:21]1[CH:20]=[CH:19][C:18]2[C:23](=[CH:24][CH:25]=[C:16]([S:15][C:11]3[CH:12]=[CH:13][CH:14]=[C:9]([O:8][CH2:1][C:2]4[CH:7]=[CH:6][CH:5]=[CH:4][CH:3]=4)[CH:10]=3)[CH:17]=2)[CH:22]=1)[CH3:41])=[O:30], predict the reactants needed to synthesize it. The reactants are: [CH2:1]([O:8][C:9]1[CH:10]=[C:11]([S:15][C:16]2[CH:17]=[C:18]3[C:23](=[CH:24][CH:25]=2)[CH:22]=[C:21]([C@:26]([NH:42]C(=O)OC(C)(C)C)([CH3:41])[CH2:27][O:28][P:29]([O:36]C(C)(C)C)([O:31]C(C)(C)C)=[O:30])[CH:20]=[CH:19]3)[CH:12]=[CH:13][CH:14]=1)[C:2]1[CH:7]=[CH:6][CH:5]=[CH:4][CH:3]=1.C(O)(=O)C.Cl.CCOCC. (5) Given the product [C:1]([C:5]1[C:13]2[O:12][CH:11]([CH2:14][NH:15][C:28](=[O:29])[O:30][CH2:31][C:32]3[CH:37]=[CH:36][CH:35]=[CH:34][CH:33]=3)[CH2:10][C:9]=2[CH:8]=[C:7]([O:16][CH3:17])[CH:6]=1)([CH3:4])([CH3:2])[CH3:3], predict the reactants needed to synthesize it. The reactants are: [C:1]([C:5]1[C:13]2[O:12][CH:11]([CH2:14][NH2:15])[CH2:10][C:9]=2[CH:8]=[C:7]([O:16][CH3:17])[CH:6]=1)([CH3:4])([CH3:3])[CH3:2].C(N(C(C)C)CC)(C)C.Cl[C:28]([O:30][CH2:31][C:32]1[CH:37]=[CH:36][CH:35]=[CH:34][CH:33]=1)=[O:29]. (6) Given the product [F:40][C:41]([F:46])([F:45])[C:42]([OH:44])=[O:43].[CH:34]1([NH:39][C:29]2[CH:28]=[N:27][C:26]([N:18]([CH2:19][CH2:20][CH2:21][CH2:22][CH2:23][CH2:24][CH3:25])[CH2:17][CH2:16][C:14]3[N:15]=[C:11]([S:10][C:7]([CH3:9])([CH3:8])[C:6]([OH:5])=[O:33])[S:12][CH:13]=3)=[N:31][CH:30]=2)[CH2:38][CH2:37][CH2:36][CH2:35]1, predict the reactants needed to synthesize it. The reactants are: C([O:5][C:6](=[O:33])[C:7]([S:10][C:11]1[S:12][CH:13]=[C:14]([CH2:16][CH2:17][N:18]([C:26]2[N:31]=[CH:30][C:29](Br)=[CH:28][N:27]=2)[CH2:19][CH2:20][CH2:21][CH2:22][CH2:23][CH2:24][CH3:25])[N:15]=1)([CH3:9])[CH3:8])(C)(C)C.[CH:34]1([NH2:39])[CH2:38][CH2:37][CH2:36][CH2:35]1.[F:40][C:41]([F:46])([F:45])[C:42]([OH:44])=[O:43].